From a dataset of Full USPTO retrosynthesis dataset with 1.9M reactions from patents (1976-2016). Predict the reactants needed to synthesize the given product. (1) Given the product [OH:28][NH:27][C:22]([C:20]1[CH:19]=[CH:18][C:16]2[CH2:17][N:11]([C:9]([N:6]3[CH2:5][CH2:4][CH:3]([O:2][CH3:1])[CH2:8][CH2:7]3)=[O:10])[C@@H:12]([CH3:26])[CH2:13][O:14][C:15]=2[CH:21]=1)=[O:23], predict the reactants needed to synthesize it. The reactants are: [CH3:1][O:2][CH:3]1[CH2:8][CH2:7][N:6]([C:9]([N:11]2[CH2:17][C:16]3[CH:18]=[CH:19][C:20]([C:22](OC)=[O:23])=[CH:21][C:15]=3[O:14][CH2:13][C@@H:12]2[CH3:26])=[O:10])[CH2:5][CH2:4]1.[NH2:27][OH:28].[OH-].[Na+]. (2) Given the product [CH2:1]([N:3]1[C:7]2=[N:8][C:9]([CH2:48][CH3:49])=[C:10]([CH2:19][NH:20][C:21]([C:23]3[CH:28]=[CH:27][CH:26]=[C:25]([C:29]([NH:31][CH2:32][C:33]4[C:34]([CH3:47])=[C:35]([C:39]5[CH:44]=[CH:43][CH:42]=[C:41]([CH2:45][N:54]6[CH2:55][CH2:56][N:51]([CH3:50])[CH2:52][CH2:53]6)[CH:40]=5)[CH:36]=[CH:37][CH:38]=4)=[O:30])[CH:24]=3)=[O:22])[C:11]([NH:12][CH:13]3[CH2:18][CH2:17][O:16][CH2:15][CH2:14]3)=[C:6]2[CH:5]=[N:4]1)[CH3:2], predict the reactants needed to synthesize it. The reactants are: [CH2:1]([N:3]1[C:7]2=[N:8][C:9]([CH2:48][CH3:49])=[C:10]([CH2:19][NH:20][C:21]([C:23]3[CH:28]=[CH:27][CH:26]=[C:25]([C:29]([NH:31][CH2:32][C:33]4[C:34]([CH3:47])=[C:35]([C:39]5[CH:44]=[CH:43][CH:42]=[C:41]([CH:45]=O)[CH:40]=5)[CH:36]=[CH:37][CH:38]=4)=[O:30])[CH:24]=3)=[O:22])[C:11]([NH:12][CH:13]3[CH2:18][CH2:17][O:16][CH2:15][CH2:14]3)=[C:6]2[CH:5]=[N:4]1)[CH3:2].[CH3:50][N:51]1[CH2:56][CH2:55][NH:54][CH2:53][CH2:52]1.C(O[BH-](OC(=O)C)OC(=O)C)(=O)C.[Na+].CC(O)=O. (3) Given the product [CH3:1][C:2]([CH3:14])([CH3:13])[C:3]#[C:4][C:5]1[CH:12]=[CH:11][C:8]([CH2:9][N:15]2[CH2:18][CH:17]([C:19]([OH:21])=[O:20])[CH2:16]2)=[CH:7][CH:6]=1, predict the reactants needed to synthesize it. The reactants are: [CH3:1][C:2]([CH3:14])([CH3:13])[C:3]#[C:4][C:5]1[CH:12]=[CH:11][C:8]([CH:9]=O)=[CH:7][CH:6]=1.[NH:15]1[CH2:18][CH:17]([C:19]([OH:21])=[O:20])[CH2:16]1.CC(O)=O.C([BH3-])#N.